Dataset: Forward reaction prediction with 1.9M reactions from USPTO patents (1976-2016). Task: Predict the product of the given reaction. (1) The product is: [CH3:1][O:2][C:3]1[N:7]([C:8]2[CH:13]=[CH:12][C:11]([C:14](=[O:23])[NH:15][CH2:16][CH:17]3[CH2:22][CH2:21][O:20][CH2:19][CH2:18]3)=[CH:10][N:9]=2)[N:6]=[CH:5][C:4]=1[C:24]([OH:26])=[O:25]. Given the reactants [CH3:1][O:2][C:3]1[N:7]([C:8]2[CH:13]=[CH:12][C:11]([C:14](=[O:23])[NH:15][CH2:16][CH:17]3[CH2:22][CH2:21][O:20][CH2:19][CH2:18]3)=[CH:10][N:9]=2)[N:6]=[CH:5][C:4]=1[C:24]([O:26]CC)=[O:25].[Li+].[OH-].Cl, predict the reaction product. (2) Given the reactants Cl[C:2]([O:4][C:5]1[CH:10]=[CH:9][CH:8]=[CH:7][CH:6]=1)=[O:3].[C:11]([O:15][CH2:16][CH3:17])(=[O:14])[CH2:12][OH:13].C(N(C(C)C)CC)(C)C, predict the reaction product. The product is: [C:5]1([O:4][C:2]([O:13][CH2:12][C:11]([O:15][CH2:16][CH3:17])=[O:14])=[O:3])[CH:10]=[CH:9][CH:8]=[CH:7][CH:6]=1. (3) Given the reactants [CH3:1][C:2]1[CH:3]=[CH:4][C:5]([OH:24])=[C:6]([C@@H:8]([C:18]2[CH:19]=[CH:20][CH:21]=[CH:22][CH:23]=2)[CH2:9][CH2:10][N:11]([CH:15]([CH3:17])[CH3:16])[CH:12]([CH3:14])[CH3:13])[CH:7]=1.[C:25]([OH:34])(=[O:33])[CH:26]([CH:28]([C:30]([OH:32])=[O:31])[OH:29])[OH:27], predict the reaction product. The product is: [CH3:1][C:2]1[CH:3]=[CH:4][C:5]([OH:24])=[C:6]([C@@H:8]([C:18]2[CH:19]=[CH:20][CH:21]=[CH:22][CH:23]=2)[CH2:9][CH2:10][N:11]([CH:12]([CH3:14])[CH3:13])[CH:15]([CH3:16])[CH3:17])[CH:7]=1.[CH:26]([OH:27])([C:25]([OH:34])=[O:33])[CH:28]([OH:29])[C:30]([OH:32])=[O:31]. (4) Given the reactants [CH2:1]([O:3][C:4](=[O:15])[CH2:5][CH2:6][NH:7][CH2:8][C:9]1[CH:14]=[CH:13][CH:12]=[CH:11][CH:10]=1)[CH3:2].[Cl:16][C:17]1[N:22]=[C:21](Cl)[C:20]([N+:24]([O-:26])=[O:25])=[CH:19][N:18]=1.C(=O)(O)[O-].[K+], predict the reaction product. The product is: [CH2:1]([O:3][C:4](=[O:15])[CH2:5][CH2:6][N:7]([CH2:8][C:9]1[CH:14]=[CH:13][CH:12]=[CH:11][CH:10]=1)[C:19]1[C:20]([N+:24]([O-:26])=[O:25])=[CH:21][N:22]=[C:17]([Cl:16])[N:18]=1)[CH3:2]. (5) Given the reactants [Li+].[OH-].C([O:5][C:6]([C:8]1[N:21]([CH2:22][C:23]2[S:27][C:26]3[CH:28]=[C:29]([Cl:32])[CH:30]=[CH:31][C:25]=3[CH:24]=2)[C:11]2=[CH:12][N:13]=[C:14]([O:16][CH2:17][CH2:18][O:19][CH3:20])[CH:15]=[C:10]2[CH:9]=1)=[O:7])C.Cl, predict the reaction product. The product is: [Cl:32][C:29]1[CH:30]=[CH:31][C:25]2[CH:24]=[C:23]([CH2:22][N:21]3[C:11]4=[CH:12][N:13]=[C:14]([O:16][CH2:17][CH2:18][O:19][CH3:20])[CH:15]=[C:10]4[CH:9]=[C:8]3[C:6]([OH:7])=[O:5])[S:27][C:26]=2[CH:28]=1. (6) Given the reactants [CH:1]([C:3]1[CH:8]=[CH:7][C:6]([O:9][CH:10]2[CH2:15][CH2:14][CH2:13][CH2:12][O:11]2)=[CH:5][C:4]=1OS(C(F)(F)F)(=O)=O)=[O:2].[B:24]1([B:24]2[O:28][C:27]([CH3:30])([CH3:29])[C:26]([CH3:32])([CH3:31])[O:25]2)[O:28][C:27]([CH3:30])([CH3:29])[C:26]([CH3:32])([CH3:31])[O:25]1.CC([O-])=O.[K+].N#N, predict the reaction product. The product is: [O:11]1[CH2:12][CH2:13][CH2:14][CH2:15][CH:10]1[O:9][C:6]1[CH:7]=[CH:8][C:3]([CH:1]=[O:2])=[C:4]([B:24]2[O:28][C:27]([CH3:30])([CH3:29])[C:26]([CH3:32])([CH3:31])[O:25]2)[CH:5]=1. (7) Given the reactants [C:1]([O:4][C@H:5](/[CH:7]=[CH:8]\[C:9]([NH:11][C@@H:12]1[CH2:17][C@H:16]([CH3:18])[C@H:15]([CH2:19]/[CH:20]=[C:21](\[CH3:38])/[CH:22]=[CH:23]/[C@H:24]2[O:31][C@H:30]([CH2:32][C:33]([NH:35]O)=[O:34])[CH2:29][C@:26]3([O:28][CH2:27]3)[C@@H:25]2[OH:37])[O:14][C@@H:13]1[CH3:39])=[O:10])[CH3:6])(=[O:3])[CH3:2].CN(C)[CH:42]=[O:43].[CH:45](N(CC)C(C)C)(C)C.Cl.NO, predict the reaction product. The product is: [C:1]([O:4][C@H:5](/[CH:7]=[CH:8]\[C:9]([NH:11][C@@H:12]1[CH2:17][C@H:16]([CH3:18])[C@H:15]([CH2:19]/[CH:20]=[C:21](\[CH3:38])/[CH:22]=[CH:23]/[C@H:24]2[O:31][C@H:30]([CH2:32][C:33]([NH:35][CH2:45][CH2:42][OH:43])=[O:34])[CH2:29][C@:26]3([O:28][CH2:27]3)[C@@H:25]2[OH:37])[O:14][C@@H:13]1[CH3:39])=[O:10])[CH3:6])(=[O:3])[CH3:2]. (8) Given the reactants Cl[C:2]1[N:7]=[CH:6][C:5]([C:8]2([C:11]#N)[CH2:10][CH2:9]2)=[CH:4][CH:3]=1.[OH-:13].[Na+].P([O-])([O-])(O)=[O:16].[Na+].[Na+].[ClH:22], predict the reaction product. The product is: [Cl:22][C:2]1[N:7]=[CH:6][C:5]([C:8]2([C:11]([OH:16])=[O:13])[CH2:10][CH2:9]2)=[CH:4][CH:3]=1. (9) Given the reactants [Mg].II.Br[C:5]1[CH:10]=[CH:9][C:8]([CH:11]([CH3:13])[CH3:12])=[CH:7][CH:6]=1.[CH:14]([C:16]1[C:24]2[O:23][C:22]([CH3:26])([CH3:25])[CH2:21][C:20]=2[C:19]([CH3:27])=[C:18]([NH:28][C:29](=[O:35])[CH2:30][C:31]([CH3:34])([CH3:33])[CH3:32])[C:17]=1[CH3:36])=[O:15], predict the reaction product. The product is: [OH:15][CH:14]([C:5]1[CH:10]=[CH:9][C:8]([CH:11]([CH3:13])[CH3:12])=[CH:7][CH:6]=1)[C:16]1[C:24]2[O:23][C:22]([CH3:25])([CH3:26])[CH2:21][C:20]=2[C:19]([CH3:27])=[C:18]([NH:28][C:29](=[O:35])[CH2:30][C:31]([CH3:34])([CH3:33])[CH3:32])[C:17]=1[CH3:36].